Dataset: Full USPTO retrosynthesis dataset with 1.9M reactions from patents (1976-2016). Task: Predict the reactants needed to synthesize the given product. (1) Given the product [CH:1]1[C:11]2[CH:10]=[CH:9][C:8]3[CH:12]=[CH:13][CH:14]=[CH:15][C:7]=3[N:6]([CH2:27][C:29]3[CH:38]=[CH:37][C:32]([C:33]([O:35][CH3:36])=[O:34])=[CH:31][CH:30]=3)[C:5]=2[CH:4]=[CH:3][CH:2]=1, predict the reactants needed to synthesize it. The reactants are: [CH:1]1[C:11]2[CH:10]=[CH:9][C:8]3[CH:12]=[CH:13][CH:14]=[CH:15][C:7]=3[NH:6][C:5]=2[CH:4]=[CH:3][CH:2]=1.C([Sn](Cl)(Cl)CCCC)CCC.[CH:27]([C:29]1[CH:38]=[CH:37][C:32]([C:33]([O:35][CH3:36])=[O:34])=[CH:31][CH:30]=1)=O.C1([SiH3])C=CC=CC=1. (2) Given the product [Cl:1][C:2]1[CH:7]=[CH:6][CH:5]=[CH:4][C:3]=1[CH:8]([OH:12])[C:9]1[N:22]([C:19]2[CH:18]=[CH:17][C:16]([N+:13]([O-:15])=[O:14])=[CH:21][CH:20]=2)[C:23](=[S:26])[NH:24][N:25]=1, predict the reactants needed to synthesize it. The reactants are: [Cl:1][C:2]1[CH:7]=[CH:6][CH:5]=[CH:4][C:3]=1[CH:8]([OH:12])[C:9](O)=O.[N+:13]([C:16]1[CH:21]=[CH:20][C:19]([NH:22][C:23](=[S:26])[NH:24][NH2:25])=[CH:18][CH:17]=1)([O-:15])=[O:14]. (3) Given the product [CH2:24]([N:12]1[C:13]2[C:18](=[CH:17][CH:16]=[C:15]([O:22][CH3:23])[CH:14]=2)[C:19]([C:20]#[N:21])=[C:11]1[C:8]1[CH:9]=[CH:10][C:5]([O:4][CH2:3][CH2:2][N:26]2[CH2:31][CH2:30][O:29][CH2:28][CH2:27]2)=[CH:6][CH:7]=1)[CH3:25], predict the reactants needed to synthesize it. The reactants are: Br[CH2:2][CH2:3][O:4][C:5]1[CH:10]=[CH:9][C:8]([C:11]2[N:12]([CH2:24][CH3:25])[C:13]3[C:18]([C:19]=2[C:20]#[N:21])=[CH:17][CH:16]=[C:15]([O:22][CH3:23])[CH:14]=3)=[CH:7][CH:6]=1.[NH:26]1[CH2:31][CH2:30][O:29][CH2:28][CH2:27]1. (4) The reactants are: [CH2:1]([C:8]1[CH:9]=[N:10][C:11]2[C:16]([C:17]=1[C:18]1[CH:19]=[C:20]([NH2:24])[CH:21]=[CH:22][CH:23]=1)=[CH:15][CH:14]=[CH:13][C:12]=2[C:25]([F:28])([F:27])[F:26])[C:2]1[CH:7]=[CH:6][CH:5]=[CH:4][CH:3]=1.C(NC([N:36]1[CH:40]=[CH:39][CH:38]=[C:37]1[C:41]1[CH:46]=[CH:45][C:44]([F:47])=[C:43]([CH:48]=O)[CH:42]=1)=O)(C)(C)C. Given the product [CH2:1]([C:8]1[CH:9]=[N:10][C:11]2[C:16]([C:17]=1[C:18]1[CH:19]=[C:20]([NH:24][CH2:48][C:43]3[CH:42]=[C:41]([C:37]4[NH:36][CH:40]=[CH:39][CH:38]=4)[CH:46]=[CH:45][C:44]=3[F:47])[CH:21]=[CH:22][CH:23]=1)=[CH:15][CH:14]=[CH:13][C:12]=2[C:25]([F:28])([F:26])[F:27])[C:2]1[CH:3]=[CH:4][CH:5]=[CH:6][CH:7]=1, predict the reactants needed to synthesize it. (5) Given the product [F:1][C:2]1[CH:7]=[C:6]([F:8])[CH:5]=[CH:4][C:3]=1[N:9]1[C:13]([NH:14][CH2:15][CH3:16])=[CH:12][CH:11]=[N:10]1, predict the reactants needed to synthesize it. The reactants are: [F:1][C:2]1[CH:7]=[C:6]([F:8])[CH:5]=[CH:4][C:3]=1[N:9]1[C:13]([NH:14][C:15](=O)[CH3:16])=[CH:12][CH:11]=[N:10]1.[H-].[Al+3].[Li+].[H-].[H-].[H-].